This data is from Forward reaction prediction with 1.9M reactions from USPTO patents (1976-2016). The task is: Predict the product of the given reaction. The product is: [Cl:14][C:15]1[CH:16]=[C:17]([N+:22]([O-:24])=[O:23])[CH:18]=[CH:19][C:20]=1[O:12][CH2:11][CH2:10][O:9][CH3:8]. Given the reactants ClC1C=C(C=C[C:8]=1[O:9][CH2:10][CH2:11][O:12]C)N.[Cl:14][C:15]1[CH:16]=[C:17]([N+:22]([O-:24])=[O:23])[CH:18]=[CH:19][C:20]=1F, predict the reaction product.